Task: Predict which catalyst facilitates the given reaction.. Dataset: Catalyst prediction with 721,799 reactions and 888 catalyst types from USPTO (1) Reactant: [I:1]I.C1C=CC(P(C2C=CC=CC=2)C2C=CC=CC=2)=CC=1.N1C=CN=C1.[C:27]([O:35][C@H:36]1[C:40]([F:42])([F:41])[CH:39](O)[O:38][C@@H:37]1[CH2:44][O:45][C:46]([C:59]1[CH:64]=[CH:63][CH:62]=[CH:61][CH:60]=1)([C:53]1[CH:58]=[CH:57][CH:56]=[CH:55][CH:54]=1)[C:47]1[CH:52]=[CH:51][CH:50]=[CH:49][CH:48]=1)(=[O:34])[C:28]1[CH:33]=[CH:32][CH:31]=[CH:30][CH:29]=1. Product: [C:27]([O:35][C@H:36]1[C:40]([F:42])([F:41])[CH:39]([I:1])[O:38][C@@H:37]1[CH2:44][O:45][C:46]([C:59]1[CH:64]=[CH:63][CH:62]=[CH:61][CH:60]=1)([C:53]1[CH:58]=[CH:57][CH:56]=[CH:55][CH:54]=1)[C:47]1[CH:52]=[CH:51][CH:50]=[CH:49][CH:48]=1)(=[O:34])[C:28]1[CH:33]=[CH:32][CH:31]=[CH:30][CH:29]=1. The catalyst class is: 665. (2) Reactant: [Cl:1][C:2]1[CH:7]=[C:6]([CH2:8][NH:9][C:10]([C@H:12]2[N:16](C(OC(C)(C)C)=O)[C@@H:15]([CH3:24])[C@H:14]([F:25])[CH2:13]2)=[O:11])[C:5]([C:26]([F:29])([F:28])[F:27])=[CH:4][N:3]=1.Cl. Product: [ClH:1].[Cl:1][C:2]1[CH:7]=[C:6]([CH2:8][NH:9][C:10]([C@@H:12]2[CH2:13][C@@H:14]([F:25])[C@H:15]([CH3:24])[NH:16]2)=[O:11])[C:5]([C:26]([F:29])([F:27])[F:28])=[CH:4][N:3]=1. The catalyst class is: 12. (3) Reactant: [CH2:1]([O:8][C:9](=[O:32])[C:10]([NH:12][C:13]1[CH:31]=[CH:30][C:16]([CH2:17][C@@H:18]([C:27](O)=[O:28])[NH:19][C:20]([O:22][C:23]([CH3:26])([CH3:25])[CH3:24])=[O:21])=[CH:15][CH:14]=1)=[O:11])[C:2]1[CH:7]=[CH:6][CH:5]=[CH:4][CH:3]=1.[NH2:33][CH2:34][CH2:35][CH2:36][CH2:37][O:38][C:39]1[CH:48]=[CH:47][CH:46]=[C:45]([OH:49])[C:40]=1[C:41]([O:43][CH3:44])=[O:42].F[B-](F)(F)F.N1(OC(N(C)C)=[N+](C)C)C2C=CC=CC=2N=N1.C(N(C(C)C)CC)(C)C. Product: [CH2:1]([O:8][C:9](=[O:32])[C:10]([NH:12][C:13]1[CH:31]=[CH:30][C:16]([CH2:17][C@@H:18]([C:27]([NH:33][CH2:34][CH2:35][CH2:36][CH2:37][O:38][C:39]2[CH:48]=[CH:47][CH:46]=[C:45]([OH:49])[C:40]=2[C:41]([O:43][CH3:44])=[O:42])=[O:28])[NH:19][C:20]([O:22][C:23]([CH3:24])([CH3:25])[CH3:26])=[O:21])=[CH:15][CH:14]=1)=[O:11])[C:2]1[CH:7]=[CH:6][CH:5]=[CH:4][CH:3]=1. The catalyst class is: 42. (4) Product: [OH:41][C:42]1[CH:43]=[CH:44][CH:45]=[C:46]2[C:51]=1[N:50]=[C:49]([C:11]([N:9]([CH3:10])[CH2:8][C:7]1[CH:6]=[CH:28][C:29]([C:32]([C:35]3[CH:36]=[CH:37][CH:38]=[CH:39][CH:40]=3)([CH3:33])[CH3:34])=[CH:30][CH:31]=1)=[O:22])[CH:48]=[CH:47]2. The catalyst class is: 2. Reactant: CCN=C=N[CH2:6][CH2:7][CH2:8][N:9]([CH3:11])[CH3:10].Cl.C1C=CC2N([OH:22])N=NC=2C=1.CNCC1[CH:31]=[CH:30][C:29]([C:32]([C:35]2[CH:40]=[CH:39][CH:38]=[CH:37][CH:36]=2)([CH3:34])[CH3:33])=[CH:28]C=1.[OH:41][C:42]1[C:43](C(O)=O)=[CH:44][CH:45]=[C:46]2[C:51]=1[N:50]=[CH:49][CH:48]=[CH:47]2. (5) Reactant: [Cl:1][C:2]1[CH:7]=[C:6]2[NH:8][C:9](=[O:41])[C:10]3([CH:15]([C:16]4[CH:21]=[C:20]([Cl:22])[CH:19]=[CH:18][C:17]=4[O:23][C:24]([C:27]([O:29]CC)=[O:28])([CH3:26])[CH3:25])[CH2:14][C:13](=[O:32])[NH:12][CH:11]3[C:33]3[CH:38]=[C:37]([Cl:39])[CH:36]=[CH:35][C:34]=3[F:40])[C:5]2=[CH:4][CH:3]=1.[OH-].[Na+].O. Product: [Cl:1][C:2]1[CH:7]=[C:6]2[NH:8][C:9](=[O:41])[C:10]3([CH:15]([C:16]4[CH:21]=[C:20]([Cl:22])[CH:19]=[CH:18][C:17]=4[O:23][C:24]([C:27]([OH:29])=[O:28])([CH3:25])[CH3:26])[CH2:14][C:13](=[O:32])[NH:12][CH:11]3[C:33]3[CH:38]=[C:37]([Cl:39])[CH:36]=[CH:35][C:34]=3[F:40])[C:5]2=[CH:4][CH:3]=1. The catalyst class is: 5. (6) Reactant: C[N:2]1CCOCC1.[CH3:8][S:9][C:10]1[N:15]=[C:14]([C:16](O)=[O:17])[CH:13]=[C:12]([C:19]2[CH:24]=[CH:23][CH:22]=[CH:21][CH:20]=2)[N:11]=1.[Cl-].[NH4+].C1C=CC2N(O)N=NC=2C=1.C(Cl)CCl. Product: [CH3:8][S:9][C:10]1[N:15]=[C:14]([C:16]([NH2:2])=[O:17])[CH:13]=[C:12]([C:19]2[CH:24]=[CH:23][CH:22]=[CH:21][CH:20]=2)[N:11]=1. The catalyst class is: 3. (7) Reactant: [H-].[Na+].[Br:3][C:4]1[S:5][C:6]2[CH2:7][C:8]3[C:14]([C:15]4[CH:20]=[CH:19][C:18]([O:21][CH3:22])=[CH:17][CH:16]=4)=[N:13][NH:12][C:9]=3[C:10]=2[CH:11]=1.[CH3:23][Si:24]([CH2:27][CH2:28][O:29][CH2:30]Cl)([CH3:26])[CH3:25]. Product: [Br:3][C:4]1[S:5][C:6]2[CH2:7][C:8]3[C:14]([C:15]4[CH:20]=[CH:19][C:18]([O:21][CH3:22])=[CH:17][CH:16]=4)=[N:13][N:12]([CH2:30][O:29][CH2:28][CH2:27][Si:24]([CH3:26])([CH3:25])[CH3:23])[C:9]=3[C:10]=2[CH:11]=1. The catalyst class is: 1.